The task is: Predict the reaction yield, written as a fraction of the theoretical maximum amount of product (1.0 means a 100% yield; for example, 0.34 means a 34% yield).. This data is from Reaction yield outcomes from USPTO patents with 853,638 reactions. (1) The reactants are [CH2:1]([O:3][C:4]([C@H:6]1[CH2:11][CH2:10][C@H:9]([O:12][CH:13]([CH2:16][OH:17])[CH2:14][OH:15])[CH2:8][CH2:7]1)=[O:5])[CH3:2].C(N(CC)CC)C.[C:25]1([CH3:35])[CH:30]=[CH:29][C:28]([S:31](Cl)(=[O:33])=[O:32])=[CH:27][CH:26]=1. The catalyst is ClCCl. The product is [CH2:1]([O:3][C:4]([C@H:6]1[CH2:11][CH2:10][C@H:9]([O:12][CH:13]([CH2:16][OH:17])[CH2:14][O:15][S:31]([C:28]2[CH:29]=[CH:30][C:25]([CH3:35])=[CH:26][CH:27]=2)(=[O:33])=[O:32])[CH2:8][CH2:7]1)=[O:5])[CH3:2]. The yield is 0.380. (2) The reactants are [OH:1][N:2]=[C:3]([C:5]1[CH:10]=[CH:9][C:8]([CH2:11][O:12][CH:13]2[CH2:18][CH2:17][CH2:16][CH2:15][O:14]2)=[CH:7][CH:6]=1)[NH2:4].CCN(C(C)C)C(C)C.[Br:28][CH2:29][CH2:30][CH2:31][C:32](Cl)=O. The yield is 0.530. The catalyst is C(Cl)Cl. The product is [Br:28][CH2:29][CH2:30][CH2:31][C:32]1[O:1][N:2]=[C:3]([C:5]2[CH:6]=[CH:7][C:8]([CH2:11][O:12][CH:13]3[CH2:18][CH2:17][CH2:16][CH2:15][O:14]3)=[CH:9][CH:10]=2)[N:4]=1. (3) The reactants are Cl.[F:2][C:3]1[CH:11]=[C:10]2[C:6]([C:7]([C:21]3[CH:22]=[N:23][N:24]([CH:26]4[CH2:31][CH2:30][NH:29][CH2:28][CH2:27]4)[CH:25]=3)=[CH:8][N:9]2[S:12]([C:15]2[CH:20]=[CH:19][CH:18]=[CH:17][CH:16]=2)(=[O:14])=[O:13])=[CH:5][CH:4]=1.CCN(CC)CC.[CH2:39]([S:41](Cl)(=[O:43])=[O:42])[CH3:40]. The catalyst is C(Cl)Cl.CCOC(C)=O. The product is [CH2:39]([S:41]([N:29]1[CH2:30][CH2:31][CH:26]([N:24]2[CH:25]=[C:21]([C:7]3[C:6]4[C:10](=[CH:11][C:3]([F:2])=[CH:4][CH:5]=4)[N:9]([S:12]([C:15]4[CH:16]=[CH:17][CH:18]=[CH:19][CH:20]=4)(=[O:13])=[O:14])[CH:8]=3)[CH:22]=[N:23]2)[CH2:27][CH2:28]1)(=[O:43])=[O:42])[CH3:40]. The yield is 0.510. (4) The reactants are [CH3:1][S:2]([C:5]1[CH:10]=[CH:9][C:8]([NH:11][C:12]([C:14]2[S:15][CH:16]=[CH:17][CH:18]=2)=[NH:13])=[CH:7][CH:6]=1)(=[O:4])=[O:3].C(=O)(O)[O-].[Na+].Br[CH2:25][C:26](=[O:31])[C:27]([F:30])([F:29])[F:28]. The catalyst is C(O)(C)C. The product is [OH:31][C:26]1([C:27]([F:30])([F:29])[F:28])[CH2:25][N:11]([C:8]2[CH:7]=[CH:6][C:5]([S:2]([CH3:1])(=[O:4])=[O:3])=[CH:10][CH:9]=2)[C:12]([C:14]2[S:15][CH:16]=[CH:17][CH:18]=2)=[N:13]1. The yield is 0.380.